This data is from NCI-60 drug combinations with 297,098 pairs across 59 cell lines. The task is: Regression. Given two drug SMILES strings and cell line genomic features, predict the synergy score measuring deviation from expected non-interaction effect. (1) Synergy scores: CSS=6.35, Synergy_ZIP=-3.79, Synergy_Bliss=0.458, Synergy_Loewe=-0.539, Synergy_HSA=1.32. Cell line: A549. Drug 2: C(CCl)NC(=O)N(CCCl)N=O. Drug 1: CS(=O)(=O)CCNCC1=CC=C(O1)C2=CC3=C(C=C2)N=CN=C3NC4=CC(=C(C=C4)OCC5=CC(=CC=C5)F)Cl. (2) Drug 1: CS(=O)(=O)CCNCC1=CC=C(O1)C2=CC3=C(C=C2)N=CN=C3NC4=CC(=C(C=C4)OCC5=CC(=CC=C5)F)Cl. Drug 2: C(=O)(N)NO. Cell line: SK-MEL-2. Synergy scores: CSS=-0.459, Synergy_ZIP=-0.304, Synergy_Bliss=0.608, Synergy_Loewe=-6.43, Synergy_HSA=-1.82. (3) Drug 1: C#CCC(CC1=CN=C2C(=N1)C(=NC(=N2)N)N)C3=CC=C(C=C3)C(=O)NC(CCC(=O)O)C(=O)O. Drug 2: CC1C(C(CC(O1)OC2CC(CC3=C2C(=C4C(=C3O)C(=O)C5=CC=CC=C5C4=O)O)(C(=O)C)O)N)O. Cell line: UACC62. Synergy scores: CSS=55.3, Synergy_ZIP=-6.65, Synergy_Bliss=-8.25, Synergy_Loewe=-4.70, Synergy_HSA=-3.19. (4) Drug 1: C1=C(C(=O)NC(=O)N1)F. Drug 2: C1C(C(OC1N2C=NC3=C(N=C(N=C32)Cl)N)CO)O. Cell line: SF-268. Synergy scores: CSS=28.2, Synergy_ZIP=0.0918, Synergy_Bliss=6.69, Synergy_Loewe=4.39, Synergy_HSA=4.45. (5) Drug 1: CCCS(=O)(=O)NC1=C(C(=C(C=C1)F)C(=O)C2=CNC3=C2C=C(C=N3)C4=CC=C(C=C4)Cl)F. Drug 2: C(=O)(N)NO. Cell line: OVCAR-8. Synergy scores: CSS=7.98, Synergy_ZIP=-0.887, Synergy_Bliss=0.432, Synergy_Loewe=-0.915, Synergy_HSA=-1.62.